This data is from Peptide-MHC class I binding affinity with 185,985 pairs from IEDB/IMGT. The task is: Regression. Given a peptide amino acid sequence and an MHC pseudo amino acid sequence, predict their binding affinity value. This is MHC class I binding data. (1) The peptide sequence is SAITNHAAF. The MHC is H-2-Db with pseudo-sequence H-2-Db. The binding affinity (normalized) is 0.594. (2) The peptide sequence is LADTSLSGY. The MHC is HLA-A23:01 with pseudo-sequence HLA-A23:01. The binding affinity (normalized) is 0. (3) The peptide sequence is QTEENLLDF. The MHC is HLA-B18:01 with pseudo-sequence HLA-B18:01. The binding affinity (normalized) is 0.213. (4) The peptide sequence is FLFLYWPHY. The MHC is BoLA-D18.4 with pseudo-sequence BoLA-D18.4. The binding affinity (normalized) is 0.0847. (5) The peptide sequence is VHPVHAGPIA. The MHC is HLA-B53:01 with pseudo-sequence HLA-B53:01. The binding affinity (normalized) is 0.0128. (6) The peptide sequence is MPMSMPIPM. The MHC is HLA-C14:02 with pseudo-sequence HLA-C14:02. The binding affinity (normalized) is 0.553.